The task is: Predict the product of the given reaction.. This data is from Forward reaction prediction with 1.9M reactions from USPTO patents (1976-2016). Given the reactants [C:1]([C:5]1[S:9]/[C:8](=[N:10]\[C:11](=[O:23])[C:12]2[CH:17]=[C:16]([C:18]([F:21])([F:20])[F:19])[CH:15]=[CH:14][C:13]=2[OH:22])/[N:7]([CH2:24][C@H:25]2[CH2:29][CH2:28][CH2:27][O:26]2)[CH:6]=1)([CH3:4])([CH3:3])[CH3:2].N.Br[CH2:32][C:33](=[O:38])[C:34]([CH3:37])([CH3:36])[CH3:35].C(=O)([O-])[O-].[K+].[K+], predict the reaction product. The product is: [C:1]([C:5]1[S:9]/[C:8](=[N:10]\[C:11](=[O:23])[C:12]2[CH:17]=[C:16]([C:18]([F:21])([F:20])[F:19])[CH:15]=[CH:14][C:13]=2[O:22][CH2:32][C:33](=[O:38])[C:34]([CH3:37])([CH3:36])[CH3:35])/[N:7]([CH2:24][C@H:25]2[CH2:29][CH2:28][CH2:27][O:26]2)[CH:6]=1)([CH3:4])([CH3:2])[CH3:3].